Dataset: Full USPTO retrosynthesis dataset with 1.9M reactions from patents (1976-2016). Task: Predict the reactants needed to synthesize the given product. (1) Given the product [CH2:1]([O:3][C:4](=[O:53])[CH2:5][CH2:6][C:7]1[CH:14]=[CH:13][C:12]([O:15][CH2:37][CH2:36][C:19]2[N:20]=[C:21]([C:23]3[CH:28]=[CH:27][C:26]([O:29][C:30]4[CH:35]=[CH:34][CH:33]=[CH:32][CH:31]=4)=[CH:25][CH:24]=3)[O:22][C:18]=2[CH3:17])=[CH:11][C:8]=1[C:9]#[N:10])[CH3:2], predict the reactants needed to synthesize it. The reactants are: [CH2:1]([O:3][C:4](=C)[CH2:5][CH2:6][C:7]1[CH:14]=[CH:13][C:12]([OH:15])=[CH:11][C:8]=1[C:9]#[N:10])[CH3:2].[CH3:17][C:18]1[O:22][C:21]([C:23]2[CH:28]=[CH:27][C:26]([O:29][C:30]3[CH:35]=[CH:34][CH:33]=[CH:32][CH:31]=3)=[CH:25][CH:24]=2)=[N:20][C:19]=1[CH2:36][CH2:37]OS(C1C=CC(C)=CC=1)(=O)=O.CN(C=[O:53])C. (2) Given the product [C:22]([C:26]1[CH:27]=[CH:28][C:29]([C:32]#[C:33][C:10]2[CH:11]=[CH:12][C:7]([CH2:6][CH:5]([NH:4][C:1](=[O:3])[CH3:2])[CH3:21])=[CH:8][CH:9]=2)=[CH:30][CH:31]=1)([CH3:25])([CH3:24])[CH3:23], predict the reactants needed to synthesize it. The reactants are: [C:1]([NH:4][CH:5]([CH3:21])[CH2:6][C:7]1[CH:12]=[CH:11][C:10](OS(C(F)(F)F)(=O)=O)=[CH:9][CH:8]=1)(=[O:3])[CH3:2].[C:22]([C:26]1[CH:31]=[CH:30][C:29]([C:32]#[CH:33])=[CH:28][CH:27]=1)([CH3:25])([CH3:24])[CH3:23]. (3) Given the product [NH2:1][N:2]1[C:10]2[C:6]([N:7]3[N:13]([CH2:14][CH:15]4[CH2:17][CH2:16]4)[C:12](=[O:18])[N:11]([CH2:19][CH2:20][N:21]4[CH:25]=[C:24]([C:26]([NH:41][CH:38]5[CH2:40][CH2:39]5)=[O:27])[CH:23]=[N:22]4)[CH:8]3[N:9]=2)=[C:5]([C:29]2[O:30][CH:31]=[CH:32][CH:33]=2)[N:4]=[CH:3]1, predict the reactants needed to synthesize it. The reactants are: [NH2:1][N:2]1[C:10]2[C:6]([N:7]3[N:13]([CH2:14][CH:15]4[CH2:17][CH2:16]4)[C:12](=[O:18])[N:11]([CH2:19][CH2:20][N:21]4[CH:25]=[C:24]([C:26](O)=[O:27])[CH:23]=[N:22]4)[CH:8]3[N:9]=2)=[C:5]([C:29]2[O:30][CH:31]=[CH:32][CH:33]=2)[N:4]=[CH:3]1.S(Cl)(Cl)=O.[CH:38]1([NH2:41])[CH2:40][CH2:39]1. (4) Given the product [Br:1][C:2]1[CH:11]=[C:10]2[C:5]([CH:6]=[CH:7][C:8](=[O:12])[N:9]2[CH2:15][CH:14]([C:16]23[CH2:23][CH2:22][C:19]([NH:24][C:25](=[O:31])[O:26][C:27]([CH3:30])([CH3:29])[CH3:28])([CH2:20][CH2:21]2)[CH2:18][O:17]3)[OH:13])=[N:4][CH:3]=1, predict the reactants needed to synthesize it. The reactants are: [Br:1][C:2]1[CH:11]=[C:10]2[C:5]([CH:6]=[CH:7][C:8](=[O:12])[NH:9]2)=[N:4][CH:3]=1.[O:13]1[CH2:15][CH:14]1[C:16]12[CH2:23][CH2:22][C:19]([NH:24][C:25](=[O:31])[O:26][C:27]([CH3:30])([CH3:29])[CH3:28])([CH2:20][CH2:21]1)[CH2:18][O:17]2.C(=O)([O-])[O-].[Cs+].[Cs+]. (5) The reactants are: [CH2:1]([S:3](N[C@@H](C(C)C)C(O)=O)(=[O:5])=[O:4])[CH3:2].[F:14][C:15]1[CH:20]=[CH:19][C:18]([CH2:21][CH2:22][CH2:23][O:24][C:25]2[CH:30]=[CH:29][C:28]([CH2:31]CN)=[CH:27][C:26]=2[O:34][CH3:35])=[CH:17][CH:16]=1.[CH2:36](N(CC)C(C)C)C.F[P-](F)(F)(F)(F)F.[N:51]1(O[P+](N(C)C)(N(C)C)N(C)C)[C:55]2[CH:56]=[CH:57][CH:57]=[CH:56][C:55]=2[N:51]=N1.[CH3:71][N:72](C)[CH:73]=[O:74]. Given the product [CH2:1]([S:3]([C@@:55]([NH2:51])([CH:56]([CH3:57])[CH3:36])[C:73]([NH:72][CH2:71][CH2:31][C:28]1[CH:29]=[CH:30][C:25]([O:24][CH2:23][CH2:22][CH2:21][C:18]2[CH:17]=[CH:16][C:15]([F:14])=[CH:20][CH:19]=2)=[C:26]([O:34][CH3:35])[CH:27]=1)=[O:74])(=[O:5])=[O:4])[CH3:2], predict the reactants needed to synthesize it. (6) Given the product [CH2:37]([N:39]1[C:51]2[CH:50]=[CH:49][C:48]([NH:52][C:24]([C@@H:9]3[CH2:10][C:11](=[N:13][O:14][CH2:15][C:16]4[CH:17]=[CH:18][C:19]([O:22][CH3:23])=[CH:20][CH:21]=4)[CH2:12][N:8]3[C:6]([NH:27][C:30]3[CH:35]=[CH:34][CH:33]=[C:32]([CH3:36])[CH:31]=3)=[O:7])=[O:26])=[CH:47][C:46]=2[C:45]2[C:40]1=[CH:41][CH:42]=[CH:43][CH:44]=2)[CH3:38], predict the reactants needed to synthesize it. The reactants are: C(O[C:6]([N:8]1[CH2:12][C:11](=[N:13][O:14][CH2:15][C:16]2[CH:21]=[CH:20][C:19]([O:22][CH3:23])=[CH:18][CH:17]=2)[CH2:10][C@H:9]1[C:24]([OH:26])=O)=[O:7])(C)(C)C.[N:27]([C:30]1[CH:35]=[CH:34][CH:33]=[C:32]([CH3:36])[CH:31]=1)=C=O.[CH2:37]([N:39]1[C:51]2[CH:50]=[CH:49][C:48]([NH2:52])=[CH:47][C:46]=2[C:45]2[C:40]1=[CH:41][CH:42]=[CH:43][CH:44]=2)[CH3:38]. (7) Given the product [NH:1]1[C:9]2[CH2:8][CH2:7][N:6]([C:20]([N:22]3[CH2:23][C:24]4([CH2:30][CH2:29][N:28]([C:31]([O:33][C:34]([CH3:37])([CH3:36])[CH3:35])=[O:32])[CH2:27][CH2:26]4)[CH2:25]3)=[O:21])[CH2:5][C:4]=2[N:3]=[N:2]1, predict the reactants needed to synthesize it. The reactants are: [NH:1]1[C:9]2[CH2:8][CH2:7][NH:6][CH2:5][C:4]=2[N:3]=[N:2]1.C(N(CC)C(C)C)(C)C.Cl[C:20]([N:22]1[CH2:25][C:24]2([CH2:30][CH2:29][N:28]([C:31]([O:33][C:34]([CH3:37])([CH3:36])[CH3:35])=[O:32])[CH2:27][CH2:26]2)[CH2:23]1)=[O:21].